This data is from Peptide-MHC class I binding affinity with 185,985 pairs from IEDB/IMGT. The task is: Regression. Given a peptide amino acid sequence and an MHC pseudo amino acid sequence, predict their binding affinity value. This is MHC class I binding data. (1) The peptide sequence is RTMSYKLAI. The MHC is Mamu-A02 with pseudo-sequence Mamu-A02. The binding affinity (normalized) is 0.740. (2) The peptide sequence is SLNSMYTRL. The MHC is HLA-A02:01 with pseudo-sequence HLA-A02:01. The binding affinity (normalized) is 0.590. (3) The peptide sequence is AETGSQGVY. The MHC is HLA-B40:02 with pseudo-sequence HLA-B40:02. The binding affinity (normalized) is 0.403. (4) The peptide sequence is VAACSRLTI. The MHC is H-2-Db with pseudo-sequence H-2-Db. The binding affinity (normalized) is 0.216. (5) The binding affinity (normalized) is 0. The peptide sequence is EAARAALQG. The MHC is HLA-A02:01 with pseudo-sequence HLA-A02:01.